From a dataset of Reaction yield outcomes from USPTO patents with 853,638 reactions. Predict the reaction yield, written as a fraction of the theoretical maximum amount of product (1.0 means a 100% yield; for example, 0.34 means a 34% yield). The reactants are FC(F)(F)C(O)=O.[Cl:8][C:9]1[C:10]([Cl:47])=[CH:11][C:12]2[O:17][CH2:16][C:15](=[O:18])[N:14]([CH2:19][C:20]([N:22]([CH3:45])[C@H:23]([C:30]3[CH:35]=[CH:34][C:33]([C:36]4[CH:41]=[CH:40][CH:39]=[C:38]([C:42]([NH2:44])=[O:43])[CH:37]=4)=[CH:32][CH:31]=3)[CH2:24][N:25]3[CH2:29][CH2:28][CH2:27][CH2:26]3)=[O:21])[C:13]=2[CH:46]=1.C(=O)(O)[O-].[Na+].O. The catalyst is C(OCC)(=O)C. The product is [ClH:8].[Cl:8][C:9]1[C:10]([Cl:47])=[CH:11][C:12]2[O:17][CH2:16][C:15](=[O:18])[N:14]([CH2:19][C:20]([N:22]([CH3:45])[C@H:23]([C:30]3[CH:31]=[CH:32][C:33]([C:36]4[CH:41]=[CH:40][CH:39]=[C:38]([C:42]([NH2:44])=[O:43])[CH:37]=4)=[CH:34][CH:35]=3)[CH2:24][N:25]3[CH2:29][CH2:28][CH2:27][CH2:26]3)=[O:21])[C:13]=2[CH:46]=1. The yield is 0.710.